This data is from Full USPTO retrosynthesis dataset with 1.9M reactions from patents (1976-2016). The task is: Predict the reactants needed to synthesize the given product. (1) Given the product [Cl:41][C:34]1[C:35]([F:40])=[CH:36][CH:37]=[C:38]([Cl:39])[C:33]=1[C@H:31]([O:30][C:3]1[CH:4]=[C:5]([C:8]2[CH:13]=[CH:12][C:11]([O:14][CH3:15])=[C:10]([N:16]3[CH2:21][CH2:20][NH:19][CH2:18][C@@H:17]3[CH3:29])[N:9]=2)[CH:6]=[N:7][C:2]=1[NH2:1])[CH3:32], predict the reactants needed to synthesize it. The reactants are: [NH2:1][C:2]1[N:7]=[CH:6][C:5]([C:8]2[CH:13]=[CH:12][C:11]([O:14][CH3:15])=[C:10]([N:16]3[CH2:21][CH2:20][N:19](C(OC(C)(C)C)=O)[CH2:18][C@@H:17]3[CH3:29])[N:9]=2)=[CH:4][C:3]=1[O:30][C@@H:31]([C:33]1[C:38]([Cl:39])=[CH:37][CH:36]=[C:35]([F:40])[C:34]=1[Cl:41])[CH3:32].CC1NCCN(C([O-])=O)C1. (2) Given the product [CH3:1][O:2][C:3]([C:5]1[CH:9]=[C:8]([CH2:10][Cl:21])[S:7][CH:6]=1)=[O:4], predict the reactants needed to synthesize it. The reactants are: [CH3:1][O:2][C:3]([C:5]1[CH:9]=[C:8]([CH2:10]O)[S:7][CH:6]=1)=[O:4].C(N(CC)CC)C.S(Cl)([Cl:21])=O.O.